This data is from Forward reaction prediction with 1.9M reactions from USPTO patents (1976-2016). The task is: Predict the product of the given reaction. (1) Given the reactants [F:1][C:2]([F:13])([F:12])[C:3]1[N:8]=[C:7]([C:9]([OH:11])=[O:10])[CH:6]=[CH:5][CH:4]=1.[C:14](Cl)(=O)C, predict the reaction product. The product is: [CH3:14][O:10][C:9]([C:7]1[CH:6]=[CH:5][CH:4]=[C:3]([C:2]([F:12])([F:1])[F:13])[N:8]=1)=[O:11]. (2) Given the reactants [F:1][C:2]1[CH:7]=[CH:6][C:5]([C:8]2[C:13]([C:14]3[CH:19]=[CH:18][N:17]=[CH:16][CH:15]=3)=[C:12]([C:20]3[CH:25]=[CH:24][C:23]([F:26])=[CH:22][CH:21]=3)[N:11]=[C:10]3[NH:27][N:28]=[C:29]([CH3:30])[C:9]=23)=[CH:4][CH:3]=1.I[CH3:32], predict the reaction product. The product is: [F:1][C:2]1[CH:7]=[CH:6][C:5]([C:8]2[C:13]([C:14]3[CH:15]=[CH:16][N:17]=[CH:18][CH:19]=3)=[C:12]([C:20]3[CH:25]=[CH:24][C:23]([F:26])=[CH:22][CH:21]=3)[N:11]=[C:10]3[N:27]([CH3:32])[N:28]=[C:29]([CH3:30])[C:9]=23)=[CH:4][CH:3]=1. (3) Given the reactants C(OC([NH:11][CH2:12][CH2:13][CH2:14][C@@H:15]([C:24]([OH:26])=O)[NH:16]C(OC(C)(C)C)=O)=O)C1C=CC=CC=1.[CH:27]1([S:32]([Cl:35])(=[O:34])=[O:33])[CH2:31][CH2:30][CH2:29][CH2:28]1.[NH:36]1[CH2:40][CH2:39][CH2:38][CH2:37]1, predict the reaction product. The product is: [ClH:35].[NH2:16][C@H:15]([C:24](=[O:26])[N:36]1[CH2:40][CH2:39][CH2:38][CH2:37]1)[CH2:14][CH2:13][CH2:12][NH:11][S:32]([CH:27]1[CH2:31][CH2:30][CH2:29][CH2:28]1)(=[O:34])=[O:33]. (4) Given the reactants [C:1]([C:3](=[CH:11][C:12]1[C:21]2[C:16](=[CH:17][CH:18]=[CH:19][CH:20]=2)[N:15]=[CH:14][CH:13]=1)[C:4]([O:6][C:7]([CH3:10])([CH3:9])[CH3:8])=[O:5])#[N:2].[CH3:22][O:23][C:24]1[CH:29]=[CH:28][CH:27]=[CH:26][C:25]=1[Mg]Br.C1COCC1.COC(C)(C)C, predict the reaction product. The product is: [C:1]([CH:3]([CH:11]([C:25]1[CH:26]=[CH:27][CH:28]=[CH:29][C:24]=1[O:23][CH3:22])[C:12]1[C:21]2[C:16](=[CH:17][CH:18]=[CH:19][CH:20]=2)[N:15]=[CH:14][CH:13]=1)[C:4]([O:6][C:7]([CH3:8])([CH3:10])[CH3:9])=[O:5])#[N:2]. (5) Given the reactants [Cl:1][C:2]1[N:7]=[C:6](O)[N:5]2[N:9]=[CH:10][N:11]=[C:4]2[CH:3]=1.P(Cl)(Cl)([Cl:14])=O, predict the reaction product. The product is: [Cl:14][C:6]1[N:5]2[N:9]=[CH:10][N:11]=[C:4]2[CH:3]=[C:2]([Cl:1])[N:7]=1.